The task is: Predict the product of the given reaction.. This data is from Forward reaction prediction with 1.9M reactions from USPTO patents (1976-2016). (1) Given the reactants [O:1]=[C:2]1[C:7]([CH2:8][C:9]2[CH:14]=[CH:13][C:12]([C:15]3[C:16]([C:21]#[N:22])=[CH:17][CH:18]=[CH:19][CH:20]=3)=[CH:11][CH:10]=2)=[C:6]([CH2:23][CH2:24][CH3:25])[N:5]2[N:26]=[CH:27][N:28]=[C:4]2[N:3]1[CH:29]1[CH2:34][CH2:33][C:32](=[O:35])[CH2:31][CH2:30]1.[CH3:36][C:37](O)([C:39]([CH3:42])([OH:41])[CH3:40])[CH3:38].O.C1(C)C=CC(S(O)(=O)=O)=CC=1, predict the reaction product. The product is: [O:1]=[C:2]1[C:7]([CH2:8][C:9]2[CH:10]=[CH:11][C:12]([C:15]3[C:16]([C:21]#[N:22])=[CH:17][CH:18]=[CH:19][CH:20]=3)=[CH:13][CH:14]=2)=[C:6]([CH2:23][CH2:24][CH3:25])[N:5]2[N:26]=[CH:27][N:28]=[C:4]2[N:3]1[CH:29]1[CH2:30][CH2:31][C:32]2([O:41][C:39]([CH3:42])([CH3:40])[C:37]([CH3:38])([CH3:36])[O:35]2)[CH2:33][CH2:34]1. (2) Given the reactants [O:1]=[CH:2][C@@H:3]([C@H:5]([C@H:7]([C@@H:9]([CH2:11][OH:12])[OH:10])[OH:8])[OH:6])[OH:4], predict the reaction product. The product is: [O:1]=[CH:2][C@@H:3]([C@H:5]([C@@H:7]([C@@H:9]([CH2:11][OH:12])[OH:10])[OH:8])[OH:6])[OH:4].